Dataset: Ames mutagenicity test results for genotoxicity prediction. Task: Regression/Classification. Given a drug SMILES string, predict its toxicity properties. Task type varies by dataset: regression for continuous values (e.g., LD50, hERG inhibition percentage) or binary classification for toxic/non-toxic outcomes (e.g., AMES mutagenicity, cardiotoxicity, hepatotoxicity). Dataset: ames. The drug is [O-][n+]1cc2ncccc2cn1. The result is 0 (non-mutagenic).